Dataset: Peptide-MHC class II binding affinity with 134,281 pairs from IEDB. Task: Regression. Given a peptide amino acid sequence and an MHC pseudo amino acid sequence, predict their binding affinity value. This is MHC class II binding data. (1) The peptide sequence is AKPDGKTDCTKEVEE. The MHC is HLA-DQA10101-DQB10501 with pseudo-sequence HLA-DQA10101-DQB10501. The binding affinity (normalized) is 0.0490. (2) The binding affinity (normalized) is 0.175. The peptide sequence is TWQGGSGMASHIIYE. The MHC is DRB4_0101 with pseudo-sequence DRB4_0103.